Dataset: Forward reaction prediction with 1.9M reactions from USPTO patents (1976-2016). Task: Predict the product of the given reaction. (1) Given the reactants [CH:1]1([C:6]2[CH:32]=[CH:31][C:9]([CH2:10][O:11][C:12]3[CH:13]=[C:14]4[C:18](=[CH:19][CH:20]=3)[N:17]3[CH2:21][CH2:22][CH2:23][CH:24]([CH2:25][C:26]([O:28]CC)=[O:27])[C:16]3=[CH:15]4)=[CH:8][C:7]=2[C:33]([F:36])([F:35])[F:34])[CH2:5][CH2:4][CH2:3][CH2:2]1.[Li+].[OH-], predict the reaction product. The product is: [CH:1]1([C:6]2[CH:32]=[CH:31][C:9]([CH2:10][O:11][C:12]3[CH:13]=[C:14]4[C:18](=[CH:19][CH:20]=3)[N:17]3[CH2:21][CH2:22][CH2:23][CH:24]([CH2:25][C:26]([OH:28])=[O:27])[C:16]3=[CH:15]4)=[CH:8][C:7]=2[C:33]([F:36])([F:34])[F:35])[CH2:5][CH2:4][CH2:3][CH2:2]1. (2) Given the reactants Cl[C:2]1[CH:7]=[N:6][CH:5]=[C:4]([Cl:8])[N:3]=1.[NH2:9][C:10]1[CH:18]=[CH:17][C:13]([C:14]([OH:16])=[O:15])=[CH:12][C:11]=1[CH3:19].CC([O-])(C)C.[Na+].CC1(C)C2C(=C(P(C3C=CC=CC=3)C3C=CC=CC=3)C=CC=2)OC2C(P(C3C=CC=CC=3)C3C=CC=CC=3)=CC=CC1=2, predict the reaction product. The product is: [Cl:8][C:4]1[N:3]=[C:2]([NH:9][C:10]2[CH:18]=[CH:17][C:13]([C:14]([OH:16])=[O:15])=[CH:12][C:11]=2[CH3:19])[CH:7]=[N:6][CH:5]=1. (3) Given the reactants [N+:1]([C:4]1[CH:9]=[CH:8][C:7]([N:10]2[CH2:15][CH2:14][NH:13][CH2:12][C:11]2=[O:16])=[CH:6][CH:5]=1)([O-:3])=[O:2].C(O)(=O)C.[CH3:21][C:22]([CH3:24])=O.C(O[BH-](OC(=O)C)OC(=O)C)(=O)C.[Na+].C(=O)(O)[O-].[Na+].[OH-].[Na+], predict the reaction product. The product is: [CH:22]([N:13]1[CH2:14][CH2:15][N:10]([C:7]2[CH:6]=[CH:5][C:4]([N+:1]([O-:3])=[O:2])=[CH:9][CH:8]=2)[C:11](=[O:16])[CH2:12]1)([CH3:24])[CH3:21]. (4) Given the reactants [Cl:1][C:2]1[CH:14]=[CH:13][C:5]([C:6]([N:8]=[CH:9]N(C)C)=[O:7])=[C:4]([CH3:15])[CH:3]=1.CC(C)([O-])C.[Na+].O1CCCC1.Cl, predict the reaction product. The product is: [Cl:1][C:2]1[CH:3]=[C:4]2[C:5](=[CH:13][CH:14]=1)[C:6]([OH:7])=[N:8][CH:9]=[CH:15]2. (5) Given the reactants [CH3:1][S:2]([C:5]1[CH:13]=[CH:12][C:11]2[NH:10][C:9]3[CH:14]4[CH2:20][CH2:19][N:17]([CH2:18][C:8]=3[C:7]=2[CH:6]=1)[CH2:16][CH2:15]4)(=[O:4])=[O:3].[C:21]([C:23]1[CH:24]=[CH:25][C:26]([CH3:29])=[N:27][CH:28]=1)#[CH:22], predict the reaction product. The product is: [CH3:29][C:26]1[N:27]=[CH:28][C:23](/[CH:21]=[CH:22]\[N:10]2[C:11]3[CH:12]=[CH:13][C:5]([S:2]([CH3:1])(=[O:3])=[O:4])=[CH:6][C:7]=3[C:8]3[CH2:18][N:17]4[CH2:16][CH2:15][CH:14]([C:9]2=3)[CH2:20][CH2:19]4)=[CH:24][CH:25]=1. (6) Given the reactants [N:1]1[CH:6]=[CH:5][CH:4]=[C:3]([C:7]2[N:11]3[CH:12]=[CH:13][CH:14]=[CH:15][C:10]3=[N:9][C:8]=2[C:16](OCC)=[O:17])[CH:2]=1.[BH4-].[Li+].[OH-].[Na+], predict the reaction product. The product is: [N:1]1[CH:6]=[CH:5][CH:4]=[C:3]([C:7]2[N:11]3[CH:12]=[CH:13][CH:14]=[CH:15][C:10]3=[N:9][C:8]=2[CH2:16][OH:17])[CH:2]=1.